Dataset: Reaction yield outcomes from USPTO patents with 853,638 reactions. Task: Predict the reaction yield, written as a fraction of the theoretical maximum amount of product (1.0 means a 100% yield; for example, 0.34 means a 34% yield). (1) The reactants are [CH3:1][C:2]1([CH3:9])[C:6]([CH3:8])([CH3:7])[O:5][BH:4][O:3]1.[CH2:10]([O:12][C:13]#[CH:14])[CH3:11]. The catalyst is ClCCl.[Cl-].C1([Zr+2]C2C=CC=C2)C=CC=C1.[Cl-]. The product is [CH2:13]([O:12]/[CH:10]=[CH:11]/[B:4]1[O:5][C:6]([CH3:8])([CH3:7])[C:2]([CH3:9])([CH3:1])[O:3]1)[CH3:14]. The yield is 0.781. (2) The reactants are [Br:1][C:2]1[CH:3]=[C:4]2[C:9](=[CH:10][CH:11]=1)[C:8](=[O:12])[NH:7][C:6](=[O:13])[C:5]2=[CH:14]OC.CN(C)C=O.[O:22]1[CH2:27][CH2:26][N:25]([CH2:28][CH2:29][CH2:30][NH2:31])[CH2:24][CH2:23]1. The catalyst is CCOCC. The product is [Br:1][C:2]1[CH:3]=[C:4]2[C:9](=[CH:10][CH:11]=1)[C:8](=[O:12])[NH:7][C:6](=[O:13])/[C:5]/2=[CH:14]\[NH:31][CH2:30][CH2:29][CH2:28][N:25]1[CH2:26][CH2:27][O:22][CH2:23][CH2:24]1. The yield is 0.540.